This data is from Forward reaction prediction with 1.9M reactions from USPTO patents (1976-2016). The task is: Predict the product of the given reaction. (1) The product is: [CH2:21]([C:25]1[O:26][C:27]2[CH:50]=[CH:49][CH:48]=[CH:47][C:28]=2[C:29]=1[C:30]([C:31]1[CH:36]=[C:35]([C:1]2[CH:6]=[CH:5][CH:4]=[CH:3][CH:2]=2)[C:34]([O:38][CH2:39][O:40][CH2:41][CH2:42][O:43][CH3:44])=[C:33]([C:1]2[CH:6]=[CH:5][CH:4]=[CH:3][CH:2]=2)[CH:32]=1)=[O:46])[CH2:22][CH2:23][CH3:24]. Given the reactants [C:1]1(B(O)O)[CH:6]=[CH:5][CH:4]=[CH:3][CH:2]=1.O.O.O.O.O.O.O.O.[OH-].[Ba+2].[OH-].[CH2:21]([C:25]1[O:26][C:27]2[CH:50]=[CH:49][CH:48]=[CH:47][C:28]=2[C:29]=1[C:30](=[O:46])[C:31]1[CH:36]=[C:35](I)[C:34]([O:38][CH2:39][O:40][CH2:41][CH2:42][O:43][CH3:44])=[C:33](I)[CH:32]=1)[CH2:22][CH2:23][CH3:24], predict the reaction product. (2) Given the reactants [H-].[Na+].[NH2:3][C:4]1[CH:9]=[C:8]([Br:10])[CH:7]=[CH:6][N:5]=1.[CH3:11][O:12][C:13]1[CH:18]=[CH:17][C:16]([CH2:19]Cl)=[CH:15][CH:14]=1, predict the reaction product. The product is: [Br:10][C:8]1[CH:7]=[CH:6][N:5]=[C:4]([N:3]([CH2:19][C:16]2[CH:17]=[CH:18][C:13]([O:12][CH3:11])=[CH:14][CH:15]=2)[CH2:19][C:16]2[CH:17]=[CH:18][C:13]([O:12][CH3:11])=[CH:14][CH:15]=2)[CH:9]=1. (3) Given the reactants [ClH:1].[C:2]1([C:8]2[S:12][C:11]([O:13][C@@H:14]3[CH:21]4[CH2:22][N:17]5[CH2:18][CH:19]([CH2:23][CH:15]3[CH2:16]5)[CH2:20]4)=[N:10][N:9]=2)[CH:7]=[CH:6][CH:5]=[CH:4][CH:3]=1, predict the reaction product. The product is: [OH2:13].[ClH:1].[C:2]1([C:8]2[S:12][C:11]([O:13][C@@H:14]3[CH:21]4[CH2:22][N:17]5[CH2:18][CH:19]([CH2:23][CH:15]3[CH2:16]5)[CH2:20]4)=[N:10][N:9]=2)[CH:3]=[CH:4][CH:5]=[CH:6][CH:7]=1.[OH2:13].[OH2:13].[C:2]1([C:8]2[S:12][C:11]([O:13][C@@H:14]3[CH:21]4[CH2:22][N:17]5[CH2:18][CH:19]([CH2:23][CH:15]3[CH2:16]5)[CH2:20]4)=[N:10][N:9]=2)[CH:3]=[CH:4][CH:5]=[CH:6][CH:7]=1.[ClH:1]. (4) Given the reactants C([O-])([O-])=O.[Na+].[Na+].O.[CH3:8][C:9]1[CH:35]=[CH:34][CH:33]=[CH:32][C:10]=1[NH:11][CH2:12][C:13]1[CH:22]=[CH:21][C:20]2[C:15](=[CH:16][CH:17]=[CH:18][CH:19]=2)[C:14]=1B1OC(C)(C)C(C)(C)O1.Br[C:37]1[N:42]=[C:41]([CH2:43][NH:44][C:45]2[C:50]([CH:51]([CH3:53])[CH3:52])=[CH:49][CH:48]=[CH:47][C:46]=2[CH:54]([CH3:56])[CH3:55])[CH:40]=[CH:39][CH:38]=1, predict the reaction product. The product is: [CH:54]([C:46]1[CH:47]=[CH:48][CH:49]=[C:50]([CH:51]([CH3:53])[CH3:52])[C:45]=1[NH:44][CH2:43][C:41]1[CH:40]=[CH:39][CH:38]=[C:37]([C:14]2[C:15]3[C:20](=[CH:19][CH:18]=[CH:17][CH:16]=3)[CH:21]=[CH:22][C:13]=2[CH2:12][NH:11][C:10]2[CH:32]=[CH:33][CH:34]=[CH:35][C:9]=2[CH3:8])[N:42]=1)([CH3:56])[CH3:55]. (5) Given the reactants [N:1]([CH2:4][C:5]1[CH:10]=[CH:9][CH:8]=[C:7]([C:11]([F:14])([F:13])[F:12])[CH:6]=1)=[N+:2]=[N-:3].[Cl:15][C:16]1[CH:21]=[CH:20][CH:19]=[CH:18][C:17]=1[C:22]([C:24]1[C:25]([C:30]#[C:31][C:32]2[CH:37]=[CH:36][N:35]=[CH:34][CH:33]=2)=[N:26][CH:27]=[CH:28][CH:29]=1)=[O:23], predict the reaction product. The product is: [Cl:15][C:16]1[CH:21]=[CH:20][CH:19]=[CH:18][C:17]=1[C:22]([C:24]1[C:25]([C:30]2[N:3]=[N:2][N:1]([CH2:4][C:5]3[CH:10]=[CH:9][CH:8]=[C:7]([C:11]([F:13])([F:12])[F:14])[CH:6]=3)[C:31]=2[C:32]2[CH:37]=[CH:36][N:35]=[CH:34][CH:33]=2)=[N:26][CH:27]=[CH:28][CH:29]=1)=[O:23]. (6) Given the reactants [N:1]1[C:10]2[C:5](=[CH:6][C:7]([C:11]([OH:13])=[O:12])=[CH:8][CH:9]=2)[CH:4]=[CH:3][CH:2]=1.Cl.[CH3:15]O, predict the reaction product. The product is: [N:1]1[C:10]2[C:5](=[CH:6][C:7]([C:11]([O:13][CH3:15])=[O:12])=[CH:8][CH:9]=2)[CH:4]=[CH:3][CH:2]=1. (7) Given the reactants Br[C:2]1[CH:3]=[C:4]([N:22]([CH2:29][CH:30]([F:32])[F:31])[CH:23]2[CH2:28][CH2:27][O:26][CH2:25][CH2:24]2)[C:5]([CH3:21])=[C:6]([CH:20]=1)[C:7]([NH:9][CH2:10][C:11]1[C:12](=[O:19])[NH:13][C:14]([CH3:18])=[CH:15][C:16]=1[CH3:17])=[O:8].CC1(C)C(C)(C)OB([C:41]2[CH:53]=[CH:52][C:44]([CH2:45][N:46]3[CH2:51][CH2:50][O:49][CH2:48][CH2:47]3)=[CH:43][CH:42]=2)O1.C([O-])([O-])=O.[Na+].[Na+], predict the reaction product. The product is: [F:31][CH:30]([F:32])[CH2:29][N:22]([CH:23]1[CH2:28][CH2:27][O:26][CH2:25][CH2:24]1)[C:4]1[C:5]([CH3:21])=[C:6]([C:7]([NH:9][CH2:10][C:11]2[C:12](=[O:19])[NH:13][C:14]([CH3:18])=[CH:15][C:16]=2[CH3:17])=[O:8])[CH:20]=[C:2]([C:41]2[CH:42]=[CH:43][C:44]([CH2:45][N:46]3[CH2:51][CH2:50][O:49][CH2:48][CH2:47]3)=[CH:52][CH:53]=2)[CH:3]=1. (8) Given the reactants [F:1][C:2]1[CH:7]=[CH:6][C:5]([C:8]2[C:9](=[O:24])[NH:10][N:11]=[CH:12][C:13]=2[C:14]2[CH:19]=[CH:18][C:17]([S:20]([CH3:23])(=[O:22])=[O:21])=[CH:16][CH:15]=2)=[CH:4][CH:3]=1.Br[C:26]1[CH:31]=[CH:30][C:29]([S:32][CH3:33])=[CH:28][CH:27]=1, predict the reaction product. The product is: [CH3:33][S:32][C:29]1[CH:30]=[CH:31][C:26]([N:10]2[C:9](=[O:24])[C:8]([C:5]3[CH:6]=[CH:7][C:2]([F:1])=[CH:3][CH:4]=3)=[C:13]([C:14]3[CH:19]=[CH:18][C:17]([S:20]([CH3:23])(=[O:22])=[O:21])=[CH:16][CH:15]=3)[CH:12]=[N:11]2)=[CH:27][CH:28]=1. (9) Given the reactants [CH3:1][N:2]([CH3:17])[CH:3]1[CH2:8][CH2:7][C:6]([C:9]2[C:10]([F:16])=[C:11]([NH2:15])[CH:12]=[CH:13][CH:14]=2)=[CH:5][CH2:4]1.[F:18][C:19]1[CH:27]=[CH:26][C:22]([C:23]([Cl:25])=[O:24])=[CH:21][CH:20]=1, predict the reaction product. The product is: [ClH:25].[CH3:1][N:2]([CH3:17])[CH:3]1[CH2:8][CH2:7][C:6]([C:9]2[C:10]([F:16])=[C:11]([NH:15][C:23](=[O:24])[C:22]3[CH:26]=[CH:27][C:19]([F:18])=[CH:20][CH:21]=3)[CH:12]=[CH:13][CH:14]=2)=[CH:5][CH2:4]1.